From a dataset of Forward reaction prediction with 1.9M reactions from USPTO patents (1976-2016). Predict the product of the given reaction. (1) Given the reactants [CH3:1][O:2][C:3]1[CH:20]=[C:19]([O:21]C)[CH:18]=[C:17]2[C:4]=1[C@H:5]1[C@H:14]([CH2:15][S:16]2(=[O:24])=[O:23])[C@:13]2([CH3:25])[C@H:8]([C:9]([CH3:27])([CH3:26])[CH2:10][CH2:11][CH2:12]2)[CH2:7][CH2:6]1.B(Br)(Br)Br.Cl[CH2:33]Cl, predict the reaction product. The product is: [OH:21][C:19]1[CH:18]=[C:17]2[C:4]([C@@:5]3([CH3:33])[C@H:14]([CH2:15][S:16]2(=[O:24])=[O:23])[C@:13]2([CH3:25])[C@H:8]([C:9]([CH3:27])([CH3:26])[CH2:10][CH2:11][CH2:12]2)[CH2:7][CH2:6]3)=[C:3]([O:2][CH3:1])[CH:20]=1. (2) Given the reactants [CH2:1]([O:4][C:5]([O:7][CH2:8][C:9]1[CH:17]=[CH:16][CH:15]=[CH:14][C:10]=1[C:11](O)=[O:12])=[O:6])[CH:2]=[CH2:3].CN(C)C=O.C(Cl)(=O)C([Cl:26])=O.C1(C)C=CC=CC=1, predict the reaction product. The product is: [CH2:1]([O:4][C:5]([O:7][CH2:8][C:9]1[CH:17]=[CH:16][CH:15]=[CH:14][C:10]=1[C:11]([Cl:26])=[O:12])=[O:6])[CH:2]=[CH2:3]. (3) Given the reactants Cl[C:2]1[N:3]=[C:4]([N:26]2[CH2:31][CH2:30][O:29][CH2:28][CH2:27]2)[C:5]2[S:10][C:9]([CH2:11][N:12]3[CH2:17][CH2:16][CH:15]([S:18]([C:21]4[S:22][CH:23]=[CH:24][N:25]=4)(=[O:20])=[O:19])[CH2:14][CH2:13]3)=[CH:8][C:6]=2[N:7]=1.[NH2:32][C:33]1[N:38]=[CH:37][C:36](B(O)O)=[CH:35][N:34]=1, predict the reaction product. The product is: [O:29]1[CH2:28][CH2:27][N:26]([C:4]2[C:5]3[S:10][C:9]([CH2:11][N:12]4[CH2:13][CH2:14][CH:15]([S:18]([C:21]5[S:22][CH:23]=[CH:24][N:25]=5)(=[O:19])=[O:20])[CH2:16][CH2:17]4)=[CH:8][C:6]=3[N:7]=[C:2]([C:36]3[CH:35]=[N:34][C:33]([NH2:32])=[N:38][CH:37]=3)[N:3]=2)[CH2:31][CH2:30]1.